Predict which catalyst facilitates the given reaction. From a dataset of Catalyst prediction with 721,799 reactions and 888 catalyst types from USPTO. (1) Reactant: [CH3:1][C:2]1[CH:3]=[C:4]([CH:9]=[CH:10][C:11]=1[N+:12]([O-])=O)[O:5][CH2:6][CH2:7][OH:8]. Product: [OH:8][CH2:7][CH2:6][O:5][C:4]1[CH:9]=[CH:10][C:11]([NH2:12])=[C:2]([CH3:1])[CH:3]=1. The catalyst class is: 541. (2) Reactant: CN(C(ON1N=NC2C=CC=NC1=2)=[N+](C)C)C.F[P-](F)(F)(F)(F)F.[CH3:25][O:26][C:27]1[CH:34]=[CH:33][C:30]([NH:31][CH3:32])=[CH:29][CH:28]=1.[C:35]([O:39][C:40]([NH:42][C@@H:43]([CH2:47][C:48]1[CH:53]=[CH:52][CH:51]=[CH:50][CH:49]=1)[C:44]([OH:46])=O)=[O:41])([CH3:38])([CH3:37])[CH3:36].CCN(C(C)C)C(C)C. Product: [CH3:25][O:26][C:27]1[CH:34]=[CH:33][C:30]([N:31]([CH3:32])[C:44](=[O:46])[C@@H:43]([NH:42][C:40](=[O:41])[O:39][C:35]([CH3:36])([CH3:37])[CH3:38])[CH2:47][C:48]2[CH:53]=[CH:52][CH:51]=[CH:50][CH:49]=2)=[CH:29][CH:28]=1. The catalyst class is: 3. (3) Reactant: Cl[C:2]1[N:3]=[C:4]([O:26][CH2:27][CH3:28])[C:5]2[S:10][C:9]3[N:11]=[C:12]([C:16]4[CH:21]=[CH:20][C:19]([O:22][CH3:23])=[C:18]([O:24][CH3:25])[CH:17]=4)[CH:13]=[C:14]([CH3:15])[C:8]=3[C:6]=2[N:7]=1.[NH:29]1[CH2:34][CH2:33][NH:32][CH2:31][CH2:30]1. Product: [CH2:27]([O:26][C:4]1[C:5]2[S:10][C:9]3[N:11]=[C:12]([C:16]4[CH:21]=[CH:20][C:19]([O:22][CH3:23])=[C:18]([O:24][CH3:25])[CH:17]=4)[CH:13]=[C:14]([CH3:15])[C:8]=3[C:6]=2[N:7]=[C:2]([N:29]2[CH2:34][CH2:33][NH:32][CH2:31][CH2:30]2)[N:3]=1)[CH3:28]. The catalyst class is: 11. (4) Reactant: C(O)(C(F)(F)F)=O.C(OC([NH:15][CH:16]1[C:24]2[C:19](=[CH:20][CH:21]=[C:22]([C:25]([O:27][CH3:28])=[O:26])[CH:23]=2)[C:18]([CH3:30])([CH3:29])[CH2:17]1)=O)(C)(C)C. Product: [NH2:15][CH:16]1[C:24]2[C:19](=[CH:20][CH:21]=[C:22]([C:25]([O:27][CH3:28])=[O:26])[CH:23]=2)[C:18]([CH3:30])([CH3:29])[CH2:17]1. The catalyst class is: 2. (5) Reactant: Cl[CH2:2][CH2:3][CH2:4][CH2:5][C:6]1[N:7]([OH:19])[C:8]2[C:17]3[CH:16]=[CH:15][CH:14]=[CH:13][C:12]=3[N:11]=[CH:10][C:9]=2[N:18]=1.[H-].[Na+].O. Product: [CH:16]1[CH:15]=[CH:14][CH:13]=[C:12]2[C:17]=1[C:8]1[N:7]3[O:19][CH2:2][CH2:3][CH2:4][CH2:5][C:6]3=[N:18][C:9]=1[CH:10]=[N:11]2. The catalyst class is: 3. (6) Reactant: [CH2:1]([N:3]([C:11]([CH3:15])([CH3:14])[CH2:12][OH:13])[C:4](=[O:10])[O:5][C:6]([CH3:9])([CH3:8])[CH3:7])C.[CH3:16]C(OI1(OC(C)=O)(OC(C)=O)OC(=O)C2C=CC=CC1=2)=O.C(=O)([O-])O.[Na+].S([O-])([O-])(=O)=S.[Na+].[Na+]. Product: [CH3:1][N:3]([C:11]([CH2:15][CH3:16])([CH3:14])[CH:12]=[O:13])[C:4](=[O:10])[O:5][C:6]([CH3:9])([CH3:8])[CH3:7]. The catalyst class is: 2. (7) Reactant: [CH3:1][O:2][C:3]1[CH:8]=[CH:7][C:6](/[CH:9]=[CH:10]/[N+:11]([O-:13])=[O:12])=[CH:5][CH:4]=1.CO[CH2:16][N:17]([CH2:23][C:24]1[CH:29]=[CH:28][CH:27]=[CH:26][CH:25]=1)[CH2:18][Si](C)(C)C.FC(F)(F)C(O)=O. Product: [CH2:23]([N:17]1[CH2:18][C@@H:10]([N+:11]([O-:13])=[O:12])[C@H:9]([C:6]2[CH:5]=[CH:4][C:3]([O:2][CH3:1])=[CH:8][CH:7]=2)[CH2:16]1)[C:24]1[CH:29]=[CH:28][CH:27]=[CH:26][CH:25]=1. The catalyst class is: 4.